Dataset: Forward reaction prediction with 1.9M reactions from USPTO patents (1976-2016). Task: Predict the product of the given reaction. (1) Given the reactants [C:1]([C:5]1[CH:6]=[C:7]([CH:30]=[CH:31][CH:32]=1)[CH2:8][NH:9][C@@H:10]1[C@@H:15]([OH:16])[C@H:14]([CH2:17][C:18]2[CH:23]=[CH:22][C:21]([N+:24]([O-:26])=[O:25])=[C:20]([F:27])[CH:19]=2)[CH2:13][S:12](=[O:29])(=[O:28])[CH2:11]1)([CH3:4])([CH3:3])[CH3:2].CCN(C(C)C)C(C)C.[C:42](C1NC=CN=1)(C1NC=CN=1)=[O:43].Cl, predict the reaction product. The product is: [C:1]([C:5]1[CH:6]=[C:7]([CH:30]=[CH:31][CH:32]=1)[CH2:8][N:9]1[C@@H:10]2[C@H:15]([C@H:14]([CH2:17][C:18]3[CH:23]=[CH:22][C:21]([N+:24]([O-:26])=[O:25])=[C:20]([F:27])[CH:19]=3)[CH2:13][S:12](=[O:28])(=[O:29])[CH2:11]2)[O:16][C:42]1=[O:43])([CH3:4])([CH3:2])[CH3:3]. (2) Given the reactants [F:1][C:2]1[N:7]=[CH:6][C:5](B(O)O)=[CH:4][C:3]=1[CH3:11].Br[C:13]1[CH:25]=[CH:24][C:16]([C:17]([NH:19][S:20]([CH3:23])(=[O:22])=[O:21])=[O:18])=[CH:15][C:14]=1[O:26][CH3:27].C1(OC)CCCC1.C(=O)([O-])[O-].[Na+].[Na+], predict the reaction product. The product is: [F:1][C:2]1[N:7]=[CH:6][C:5]([C:13]2[CH:25]=[CH:24][C:16]([C:17]([NH:19][S:20]([CH3:23])(=[O:22])=[O:21])=[O:18])=[CH:15][C:14]=2[O:26][CH3:27])=[CH:4][C:3]=1[CH3:11]. (3) Given the reactants [OH:1][C:2]1[CH:3]=[C:4]([CH:7]=[C:8]([N+:11]([O-:13])=[O:12])[C:9]=1[OH:10])[CH:5]=O.[CH2:14]([N:16]([CH2:22][CH3:23])[C:17](=[O:21])[CH2:18][C:19]#[N:20])[CH3:15].C1(C)C=CC=CC=1.C(OC(=O)C)C, predict the reaction product. The product is: [CH2:14]([N:16]([CH2:22][CH3:23])[C:17](=[O:21])[C:18]([C:19]#[N:20])=[CH:5][C:4]1[CH:7]=[C:8]([N+:11]([O-:13])=[O:12])[C:9]([OH:10])=[C:2]([OH:1])[CH:3]=1)[CH3:15].